This data is from Full USPTO retrosynthesis dataset with 1.9M reactions from patents (1976-2016). The task is: Predict the reactants needed to synthesize the given product. (1) The reactants are: Cl.[C:2]1([C:8]2[O:9][C:10]3[CH2:11][NH:12][CH2:13][CH2:14][C:15]=3[N:16]=2)[CH:7]=[CH:6][CH:5]=[CH:4][CH:3]=1.Cl[C:18]1[CH:23]=[N:22][CH:21]=[CH:20][N:19]=1.CCN(C(C)C)C(C)C. Given the product [C:2]1([C:8]2[O:9][C:10]3[CH2:11][N:12]([C:18]4[CH:23]=[N:22][CH:21]=[CH:20][N:19]=4)[CH2:13][CH2:14][C:15]=3[N:16]=2)[CH:3]=[CH:4][CH:5]=[CH:6][CH:7]=1, predict the reactants needed to synthesize it. (2) Given the product [C:12]([C:10]1[C:9]2[C:4](=[CH:5][CH:6]=[CH:7][CH:8]=2)[C:3](=[O:16])[N:2]([NH:1][C:23](=[O:24])[CH2:22][CH:17]2[CH2:21][CH2:20][CH2:19][CH2:18]2)[N:11]=1)([CH3:13])([CH3:15])[CH3:14], predict the reactants needed to synthesize it. The reactants are: [NH2:1][N:2]1[N:11]=[C:10]([C:12]([CH3:15])([CH3:14])[CH3:13])[C:9]2[C:4](=[CH:5][CH:6]=[CH:7][CH:8]=2)[C:3]1=[O:16].[CH:17]1([CH2:22][C:23](O)=[O:24])[CH2:21][CH2:20][CH2:19][CH2:18]1. (3) The reactants are: [CH2:1](Br)[C:2]1[CH:7]=[CH:6][CH:5]=[CH:4][CH:3]=1.[C:9]([O:13][C:14]([NH:16][C@@:17]1([C:27]([OH:29])=[O:28])[CH2:22][C:21](=[O:23])[C@@H:20]2[C@H:18]1[C@H:19]2[C:24]([OH:26])=[O:25])=[O:15])([CH3:12])([CH3:11])[CH3:10].C(=O)([O-])[O-].[Cs+].[Cs+]. Given the product [C:9]([O:13][C:14]([NH:16][C@@:17]1([C:27]([O:29][CH2:1][C:2]2[CH:7]=[CH:6][CH:5]=[CH:4][CH:3]=2)=[O:28])[CH2:22][C:21](=[O:23])[C@@H:20]2[C@H:18]1[C@H:19]2[C:24]([O:26][CH2:1][C:2]1[CH:7]=[CH:6][CH:5]=[CH:4][CH:3]=1)=[O:25])=[O:15])([CH3:12])([CH3:10])[CH3:11], predict the reactants needed to synthesize it. (4) The reactants are: O.C(O)(=O)C.[N+:6]([C:9]1[C:10]([NH:19][CH2:20][C:21]([F:24])([F:23])[F:22])=[N:11][CH:12]=[C:13]([C:15]([F:18])([F:17])[F:16])[CH:14]=1)([O-])=O. Given the product [F:24][C:21]([F:22])([F:23])[CH2:20][NH:19][C:10]1[C:9]([NH2:6])=[CH:14][C:13]([C:15]([F:16])([F:17])[F:18])=[CH:12][N:11]=1, predict the reactants needed to synthesize it. (5) Given the product [Cl:1][C:2]1[CH:7]=[CH:6][N:5]=[C:4]([N:8]2[C:9](=[O:19])[C:10]3[C:11](=[CH:12][CH:13]=[CH:14][CH:15]=3)[NH:16][C:22]2=[O:24])[CH:3]=1, predict the reactants needed to synthesize it. The reactants are: [Cl:1][C:2]1[CH:7]=[CH:6][N:5]=[C:4]([NH:8][C:9](=[O:19])[C:10]2[CH:15]=[CH:14][CH:13]=[CH:12][C:11]=2[N+:16]([O-])=O)[CH:3]=1.[Cl-].[NH4+].[CH2:22]([OH:24])C.